This data is from Forward reaction prediction with 1.9M reactions from USPTO patents (1976-2016). The task is: Predict the product of the given reaction. (1) Given the reactants [Cl:1][C:2]1[CH:3]=[CH:4][C:5]2[N:11]3[C:12]([C:15]([F:18])([F:17])[F:16])=[N:13][N:14]=[C:10]3[C@@H:9]([CH2:19][C:20]([O:22]CC)=[O:21])[O:8][C@H:7]([C:25]3[CH:30]=[CH:29][CH:28]=[C:27]([CH2:31][CH3:32])[C:26]=3[O:33][CH3:34])[C:6]=2[CH:35]=1.Cl.C(O)(=O)CC(CC(O)=O)(C(O)=O)O, predict the reaction product. The product is: [Cl:1][C:2]1[CH:3]=[CH:4][C:5]2[N:11]3[C:12]([C:15]([F:18])([F:17])[F:16])=[N:13][N:14]=[C:10]3[C@@H:9]([CH2:19][C:20]([OH:22])=[O:21])[O:8][C@H:7]([C:25]3[CH:30]=[CH:29][CH:28]=[C:27]([CH2:31][CH3:32])[C:26]=3[O:33][CH3:34])[C:6]=2[CH:35]=1. (2) Given the reactants [ClH:1].Cl.[CH3:3][C:4]1[CH:5]=[C:6]2[C@:13]3([CH:18]=[CH:17][CH2:16][NH:15][CH2:14]3)[C:12](=[O:19])[NH:11][C:7]2=[N:8][C:9]=1[CH3:10].Cl, predict the reaction product. The product is: [ClH:1].[CH3:3][C:4]1[CH:5]=[C:6]2[C@:13]3([CH:18]=[CH:17][CH2:16][NH:15][CH2:14]3)[C:12](=[O:19])[NH:11][C:7]2=[N:8][C:9]=1[CH3:10].